From a dataset of Full USPTO retrosynthesis dataset with 1.9M reactions from patents (1976-2016). Predict the reactants needed to synthesize the given product. (1) Given the product [CH3:26][S:27]([O:17][CH2:16][CH:7]1[CH:5]2[CH2:6][C:2]([CH3:18])([CH3:1])[O:3][C:4]2=[C:10]([CH3:11])[C:9]([CH3:12])=[C:8]1[N+:13]([O-:15])=[O:14])(=[O:29])=[O:28], predict the reactants needed to synthesize it. The reactants are: [CH3:1][C:2]1([CH3:18])[CH2:6][CH:5]2[CH:7]([CH2:16][OH:17])[C:8]([N+:13]([O-:15])=[O:14])=[C:9]([CH3:12])[C:10]([CH3:11])=[C:4]2[O:3]1.C(N(CC)CC)C.[CH3:26][S:27](Cl)(=[O:29])=[O:28]. (2) Given the product [O:6]=[C:7]([CH:11]=[CH:12][C:13]1[CH:18]=[CH:17][CH:16]=[CH:15][CH:14]=1)[C:8]([O:10][CH3:20])=[O:9], predict the reactants needed to synthesize it. The reactants are: S(=O)(=O)(O)O.[O:6]=[C:7]([CH:11]=[CH:12][C:13]1[CH:18]=[CH:17][CH:16]=[CH:15][CH:14]=1)[C:8]([O-:10])=[O:9].[Na+].[CH3:20]O. (3) Given the product [O:29]1[C:26]2[CH:27]=[CH:1][C:3]([CH:11]=[C:13]([C:14](=[O:15])[CH3:16])[C:12]([O:18][CH3:19])=[O:17])=[CH:4][C:5]=2[CH:6]=[CH:7]1, predict the reactants needed to synthesize it. The reactants are: [CH:1]([C:3]1[CH:4]=[CH:5][C:6]2[C:7]([CH:11]=1)=NON=2)=O.[C:12]([O:18][CH3:19])(=[O:17])[CH2:13][C:14]([CH3:16])=[O:15].N1CCCCC1.[C:26]([OH:29])(=O)[CH3:27].